This data is from Full USPTO retrosynthesis dataset with 1.9M reactions from patents (1976-2016). The task is: Predict the reactants needed to synthesize the given product. (1) Given the product [CH2:21]([C:19]1[S:18][C:16]2[N:17]=[C:12]([N:8]3[CH2:9][CH2:10][CH2:11][C@H:6]([C:4]([OH:5])=[O:3])[CH2:7]3)[N:13]=[C:14]([N:24]3[CH2:29][CH2:28][N:27]4[C:30]([C:33]([F:34])([F:36])[F:35])=[N:31][N:32]=[C:26]4[CH2:25]3)[C:15]=2[N:20]=1)[CH2:22][CH3:23], predict the reactants needed to synthesize it. The reactants are: C([O:3][C:4]([C@H:6]1[CH2:11][CH2:10][CH2:9][N:8]([C:12]2[N:13]=[C:14]([N:24]3[CH2:29][CH2:28][N:27]4[C:30]([C:33]([F:36])([F:35])[F:34])=[N:31][N:32]=[C:26]4[CH2:25]3)[C:15]3[N:20]=[C:19]([CH2:21][CH2:22][CH3:23])[S:18][C:16]=3[N:17]=2)[CH2:7]1)=[O:5])C.[OH-].[Na+].Cl. (2) Given the product [CH2:1]([C:4]1[C:5](=[O:18])[N:6]([C:10]2[CH:15]=[CH:14][C:13]([NH:16][CH2:31][C@@H:29]([OH:30])[CH2:28][NH:27][C:25]([C:23]3[S:24][C:20]([Cl:19])=[CH:21][CH:22]=3)=[O:26])=[C:12]([F:17])[CH:11]=2)[CH:7]=[CH:8][CH:9]=1)[CH:2]=[CH2:3], predict the reactants needed to synthesize it. The reactants are: [CH2:1]([C:4]1[C:5](=[O:18])[N:6]([C:10]2[CH:15]=[CH:14][C:13]([NH2:16])=[C:12]([F:17])[CH:11]=2)[CH:7]=[CH:8][CH:9]=1)[CH:2]=[CH2:3].[Cl:19][C:20]1[S:24][C:23]([C:25]([NH:27][CH2:28][C@H:29]2[CH2:31][O:30]2)=[O:26])=[CH:22][CH:21]=1. (3) Given the product [CH:1]1([N:4]2[C:8]([C:9]([N:11]3[CH2:16][CH2:15][CH:14]([N:17]4[CH2:18][CH2:19][CH2:20][CH2:21]4)[CH2:13][CH2:12]3)=[O:10])=[C:7]([C:22]3[CH:23]=[N:24][CH:25]=[N:26][CH:27]=3)[N:6]=[C:5]2[C:30]2[CH:31]=[CH:32][C:33]([O:36][C:37]([F:38])([F:39])[F:40])=[CH:34][CH:35]=2)[CH2:3][CH2:2]1, predict the reactants needed to synthesize it. The reactants are: [CH:1]1([N:4]2[C:8]([C:9]([N:11]3[CH2:16][CH2:15][CH:14]([N:17]4[CH2:21][CH2:20][CH2:19][CH2:18]4)[CH2:13][CH2:12]3)=[O:10])=[C:7]([C:22]3[CH:23]=[N:24][C:25](SC)=[N:26][CH:27]=3)[N:6]=[C:5]2[C:30]2[CH:35]=[CH:34][C:33]([O:36][C:37]([F:40])([F:39])[F:38])=[CH:32][CH:31]=2)[CH2:3][CH2:2]1. (4) Given the product [NH2:11][C:9]1[CH:10]=[C:2]([F:1])[CH:3]=[C:4]2[C:8]=1[NH:7][C:6](=[O:14])[CH2:5]2, predict the reactants needed to synthesize it. The reactants are: [F:1][C:2]1[CH:3]=[C:4]2[C:8](=[C:9]([N+:11]([O-])=O)[CH:10]=1)[NH:7][C:6](=[O:14])[CH2:5]2. (5) Given the product [NH2:7][C@@H:8]([C:12]1[N:21]([NH:22][C:23]2[CH:28]=[CH:27][CH:26]=[CH:25][CH:24]=2)[C:20](=[O:29])[C:19]2[C:14](=[CH:15][C:16]([Cl:30])=[CH:17][CH:18]=2)[N:13]=1)[CH2:9][C:10]#[CH:11], predict the reactants needed to synthesize it. The reactants are: C(OC(=O)[NH:7][C@@H:8]([C:12]1[N:21]([NH:22][C:23]2[CH:28]=[CH:27][CH:26]=[CH:25][CH:24]=2)[C:20](=[O:29])[C:19]2[C:14](=[CH:15][C:16]([Cl:30])=[CH:17][CH:18]=2)[N:13]=1)[CH2:9][C:10]#[CH:11])(C)(C)C.Cl. (6) Given the product [C:16]1([C:25]2[CH:30]=[CH:29][CH:28]=[CH:27][CH:26]=2)[CH:21]=[CH:20][C:19]([C:22]([N:1]2[CH2:6][CH2:5][CH:4]([CH2:7][NH:8][C:9](=[O:15])[O:10][C:11]([CH3:12])([CH3:14])[CH3:13])[CH2:3][CH2:2]2)([C:31]#[N:32])[CH3:23])=[CH:18][CH:17]=1, predict the reactants needed to synthesize it. The reactants are: [NH:1]1[CH2:6][CH2:5][CH:4]([CH2:7][NH:8][C:9](=[O:15])[O:10][C:11]([CH3:14])([CH3:13])[CH3:12])[CH2:3][CH2:2]1.[C:16]1([C:25]2[CH:30]=[CH:29][CH:28]=[CH:27][CH:26]=2)[CH:21]=[CH:20][C:19]([C:22](=O)[CH3:23])=[CH:18][CH:17]=1.[C:31]([Al](CC)CC)#[N:32]. (7) Given the product [Br:14][C:15]1[CH:16]=[C:17]2[C:22](=[CH:23][CH:24]=1)[C:21](=[O:25])[NH:20][C:19](=[O:26])[C:18]2=[CH:27][NH:13][C:10]1[CH:11]=[CH:12][C:7]([C:4]2[CH:5]=[CH:6][N:1]=[CH:2][CH:3]=2)=[CH:8][CH:9]=1, predict the reactants needed to synthesize it. The reactants are: [N:1]1[CH:6]=[CH:5][C:4]([C:7]2[CH:12]=[CH:11][C:10]([NH2:13])=[CH:9][CH:8]=2)=[CH:3][CH:2]=1.[Br:14][C:15]1[CH:16]=[C:17]2[C:22](=[CH:23][CH:24]=1)[C:21](=[O:25])[NH:20][C:19](=[O:26])[C:18]2=[CH:27]OC.CCOC(C)=O.O. (8) Given the product [Br:1][C:2]1[CH:3]=[C:4]2[C:11]3([N:15]=[C:14]([NH2:16])[C:13]([CH3:17])=[N:12]3)[CH2:10][CH:9]([CH:18]3[CH2:23][CH2:22][O:21][C:20]([CH3:25])([CH3:24])[CH2:19]3)[O:8][C:5]2=[CH:6][CH:7]=1.[Cl:26][C:27]1[CH:32]=[C:31]([C:2]2[CH:3]=[C:4]3[C:11]4([N:15]=[C:14]([NH2:16])[C:13]([CH3:17])=[N:12]4)[CH2:10][CH:9]([CH:18]4[CH2:23][CH2:22][O:21][C:20]([CH3:24])([CH3:25])[CH2:19]4)[O:8][C:5]3=[CH:6][CH:7]=2)[CH:30]=[CH:29][CH:28]=1, predict the reactants needed to synthesize it. The reactants are: [Br:1][C:2]1[CH:3]=[C:4]2[C:11]3([N:15]=[C:14]([NH2:16])[C:13]([CH3:17])=[N:12]3)[CH2:10][CH:9]([CH:18]3[CH2:23][CH2:22][O:21][C:20]([CH3:25])([CH3:24])[CH2:19]3)[O:8][C:5]2=[CH:6][CH:7]=1.[Cl:26][C:27]1[CH:28]=[C:29](B(O)O)[CH:30]=[CH:31][CH:32]=1.C([O-])([O-])=O.[K+].[K+].O1CCOCC1.